Dataset: Forward reaction prediction with 1.9M reactions from USPTO patents (1976-2016). Task: Predict the product of the given reaction. (1) Given the reactants [C:1]1([CH3:22])[CH:6]=[CH:5][CH:4]=[C:3]([CH2:7][CH2:8][O:9][C:10]2[C:15]3[O:16][CH2:17][O:18][C:14]=3[CH:13]=[C:12]([C:19]([OH:21])=O)[CH:11]=2)[CH:2]=1.Cl.[CH3:24][O:25][C:26]([C:28]1([NH2:35])[CH2:34][CH2:33][CH2:32][CH2:31][CH2:30][CH2:29]1)=[O:27], predict the reaction product. The product is: [CH3:24][O:25][C:26]([C:28]1([NH:35][C:19]([C:12]2[CH:11]=[C:10]([O:9][CH2:8][CH2:7][C:3]3[CH:2]=[C:1]([CH3:22])[CH:6]=[CH:5][CH:4]=3)[C:15]3[O:16][CH2:17][O:18][C:14]=3[CH:13]=2)=[O:21])[CH2:29][CH2:30][CH2:31][CH2:32][CH2:33][CH2:34]1)=[O:27]. (2) The product is: [CH3:31][N:27]1[CH2:28][CH2:29][CH2:30][N:25]2[C:24](=[O:33])[N:23]=[C:22]([O:18][CH2:17][CH2:16][C:13]3[CH:14]=[CH:15][C:10]([O:9][C:7]4[CH:6]=[CH:5][CH:4]=[C:3]([C:2]([F:19])([F:1])[F:20])[N:8]=4)=[CH:11][CH:12]=3)[CH:32]=[C:26]12. Given the reactants [F:1][C:2]([F:20])([F:19])[C:3]1[N:8]=[C:7]([O:9][C:10]2[CH:15]=[CH:14][C:13]([CH2:16][CH2:17][OH:18])=[CH:12][CH:11]=2)[CH:6]=[CH:5][CH:4]=1.Cl[C:22]1[CH:32]=[C:26]2[N:27]([CH3:31])[CH2:28][CH2:29][CH2:30][N:25]2[C:24](=[O:33])[N:23]=1, predict the reaction product.